Dataset: Forward reaction prediction with 1.9M reactions from USPTO patents (1976-2016). Task: Predict the product of the given reaction. (1) The product is: [NH2:19][C:18]1[N:17]=[CH:16][N:15]=[C:14]2[N:10]([CH:8]([C:6]3[C:5]([O:21][CH3:22])=[C:4]([C:23]4[CH:28]=[CH:27][C:26]([NH:34][CH2:33][CH2:31][OH:32])=[N:25][CH:24]=4)[C:3]([CH3:30])=[C:2]([Cl:1])[CH:7]=3)[CH3:9])[N:11]=[C:12]([CH3:20])[C:13]=12. Given the reactants [Cl:1][C:2]1[C:3]([CH3:30])=[C:4]([C:23]2[CH:24]=[N:25][C:26](F)=[CH:27][CH:28]=2)[C:5]([O:21][CH3:22])=[C:6]([CH:8]([N:10]2[C:14]3=[N:15][CH:16]=[N:17][C:18]([NH2:19])=[C:13]3[C:12]([CH3:20])=[N:11]2)[CH3:9])[CH:7]=1.[CH2:31]([CH2:33][NH2:34])[OH:32], predict the reaction product. (2) Given the reactants [F:1][C:2]([F:22])([F:21])[C@@:3]([OH:20])([C:14]1[CH:19]=[CH:18][CH:17]=[CH:16][CH:15]=1)[C:4]([O:6]C1C=CC(F)=CC=1)=O.[Cl-].[F:24][C:25]([F:35])([F:34])[C:26]1[CH:27]=[C:28]([CH2:32][NH3+:33])[CH:29]=[N:30][CH:31]=1.CN1CCOCC1.C1CN([P+](ON2N=NC3C=CC=CC2=3)(N2CCCC2)N2CCCC2)CC1.[F:69][P-](F)(F)(F)(F)F, predict the reaction product. The product is: [F:22][C:2]([F:1])([F:21])[C@:3]([C:14]1[CH:15]=[CH:16][C:17]([F:69])=[CH:18][CH:19]=1)([OH:20])[C:4]([NH:33][CH2:32][C:28]1[CH:29]=[N:30][CH:31]=[C:26]([C:25]([F:34])([F:24])[F:35])[CH:27]=1)=[O:6]. (3) Given the reactants [F:1][C:2]1[CH:7]=[CH:6][C:5]([NH:8][C:9]([C:11]2[CH:12]=[CH:13][C:14]3[CH:15]=[C:16]4[C:23](=[O:24])[NH:22][CH2:21][C:20]5([CH2:27][CH2:26][CH2:25]5)[N:17]4[C:18]=3[CH:19]=2)=[O:10])=[CH:4][C:3]=1[N+:28]([O-])=O.O.[Cl-].[NH4+], predict the reaction product. The product is: [NH2:28][C:3]1[CH:4]=[C:5]([NH:8][C:9]([C:11]2[CH:12]=[CH:13][C:14]3[CH:15]=[C:16]4[C:23](=[O:24])[NH:22][CH2:21][C:20]5([CH2:25][CH2:26][CH2:27]5)[N:17]4[C:18]=3[CH:19]=2)=[O:10])[CH:6]=[CH:7][C:2]=1[F:1]. (4) Given the reactants BrC[CH2:3][C:4]1[CH:13]=[CH:12][C:11]([Cl:14])=[CH:10][C:5]=1[C:6]([O:8][CH3:9])=[O:7].[F:15][C:16]1[CH:17]=[C:18]([OH:23])[CH:19]=[CH:20][C:21]=1[F:22], predict the reaction product. The product is: [Cl:14][C:11]1[CH:12]=[CH:13][C:4]([CH2:3][O:23][C:18]2[CH:19]=[CH:20][C:21]([F:22])=[C:16]([F:15])[CH:17]=2)=[C:5]([CH:10]=1)[C:6]([O:8][CH3:9])=[O:7]. (5) Given the reactants Cl.[Cl:2][C:3]1[CH:8]=[CH:7][CH:6]=[C:5]([C:9]#[N:10])[C:4]=1[N:11]1[C:15]2=[N:16][CH:17]=[N:18][C:19]([O:20][C@@H:21]([CH2:32][O:33][C@H:34]([CH3:47])[CH2:35][O:36][Si](C(C)C)(C(C)C)C(C)C)[C:22]([NH:24][C:25]3[CH:30]=[N:29][C:28]([CH3:31])=[CH:27][N:26]=3)=[O:23])=[C:14]2[CH:13]=[N:12]1.C(=O)(O)[O-].[Na+], predict the reaction product. The product is: [Cl:2][C:3]1[CH:8]=[CH:7][CH:6]=[C:5]([C:9]#[N:10])[C:4]=1[N:11]1[C:15]2[N:16]=[CH:17][N:18]=[C:19]([O:20][C@@H:21]([CH2:32][O:33][C@H:34]([CH3:47])[CH2:35][OH:36])[C:22]([NH:24][C:25]3[CH:30]=[N:29][C:28]([CH3:31])=[CH:27][N:26]=3)=[O:23])[C:14]=2[CH:13]=[N:12]1. (6) The product is: [CH3:2][N:3]([CH2:7][C:26]1[C:25]2[C:20](=[CH:21][CH:22]=[CH:23][CH:24]=2)[C:19](=[O:27])[NH:18][C:17]=1[CH:14]([CH3:16])[CH3:15])[CH3:4]. Given the reactants Cl.[CH3:2][NH:3][CH3:4].C=O.[C:7](OC(=O)C)(=O)C.[CH:14]([C:17]1[NH:18][C:19](=[O:27])[C:20]2[C:25]([CH:26]=1)=[CH:24][CH:23]=[CH:22][CH:21]=2)([CH3:16])[CH3:15], predict the reaction product.